Dataset: Catalyst prediction with 721,799 reactions and 888 catalyst types from USPTO. Task: Predict which catalyst facilitates the given reaction. (1) Reactant: CC#N.O[Li].O.[CH3:7][S:8]([C:11]1[CH:16]=[CH:15][C:14]([CH:17]([CH2:31][CH:32]2[CH2:37][CH2:36][O:35][CH2:34][CH2:33]2)[C:18]([NH:20][C:21]2[S:22][C:23]([C:26]([O:28]CC)=[O:27])=[CH:24][N:25]=2)=[O:19])=[CH:13][CH:12]=1)(=[O:10])=[O:9]. Product: [CH3:7][S:8]([C:11]1[CH:12]=[CH:13][C:14]([CH:17]([CH2:31][CH:32]2[CH2:33][CH2:34][O:35][CH2:36][CH2:37]2)[C:18]([NH:20][C:21]2[S:22][C:23]([C:26]([OH:28])=[O:27])=[CH:24][N:25]=2)=[O:19])=[CH:15][CH:16]=1)(=[O:10])=[O:9]. The catalyst class is: 20. (2) Reactant: I[C:2]1[C:10]2[C:5](=[CH:6][C:7]([C:11]#[N:12])=[CH:8][CH:9]=2)[N:4]([CH3:13])[N:3]=1.IC1C2C(=CC(C#N)=CC=2)NN1C.C([Mg]Cl)(C)C.Cl[Sn:33]([CH2:42][CH2:43][CH2:44][CH3:45])([CH2:38][CH2:39][CH2:40][CH3:41])[CH2:34][CH2:35][CH2:36][CH3:37]. Product: [CH3:13][N:4]1[C:5]2[C:10](=[CH:9][CH:8]=[C:7]([C:11]#[N:12])[CH:6]=2)[C:2]([Sn:33]([CH2:38][CH2:39][CH2:40][CH3:41])([CH2:42][CH2:43][CH2:44][CH3:45])[CH2:34][CH2:35][CH2:36][CH3:37])=[N:3]1. The catalyst class is: 1.